The task is: Predict the product of the given reaction.. This data is from Forward reaction prediction with 1.9M reactions from USPTO patents (1976-2016). (1) Given the reactants [CH3:1][N:2]1[CH:6]=[C:5]([C:7]2[CH:12]=[C:11]([C:13]#[N:14])[CH:10]=[CH:9][N:8]=2)[N:4]=[CH:3]1.[N-:15]=[N+:16]=[N-:17].[Na+].[Cl-].[NH4+], predict the reaction product. The product is: [CH3:1][N:2]1[CH:6]=[C:5]([C:7]2[CH:12]=[C:11]([C:13]3[N:15]=[N:16][NH:17][N:14]=3)[CH:10]=[CH:9][N:8]=2)[N:4]=[CH:3]1. (2) Given the reactants Br[C:2]1[C:3]([Cl:27])=[C:4]([N:10]([CH2:18][C:19]2[CH:24]=[CH:23][C:22]([O:25][CH3:26])=[CH:21][CH:20]=2)[C:11](=[O:17])[O:12][C:13]([CH3:16])([CH3:15])[CH3:14])[CH:5]=[C:6]([C:8]#[N:9])[CH:7]=1.[I-].[C:29]([O:33][C:34]([N:36]1[CH2:39][CH:38]([Zn+])[CH2:37]1)=[O:35])([CH3:32])([CH3:31])[CH3:30], predict the reaction product. The product is: [C:13]([O:12][C:11]([N:10]([CH2:18][C:19]1[CH:24]=[CH:23][C:22]([O:25][CH3:26])=[CH:21][CH:20]=1)[C:4]1[C:3]([Cl:27])=[C:2]([CH:38]2[CH2:37][N:36]([C:34]([O:33][C:29]([CH3:32])([CH3:31])[CH3:30])=[O:35])[CH2:39]2)[CH:7]=[C:6]([C:8]#[N:9])[CH:5]=1)=[O:17])([CH3:16])([CH3:15])[CH3:14]. (3) Given the reactants [NH2:1][C:2]1[CH:7]=[CH:6][CH:5]=[CH:4][C:3]=1[NH:8][C:9]([C:11]1[N:12]=[CH:13][C:14]2[C:19]([CH:20]=1)=[CH:18][CH:17]=[C:16]([N:21]1[CH2:26][CH2:25][N:24](C(OC(C)(C)C)=O)[CH2:23][CH2:22]1)[CH:15]=2)=[O:10].C(O)(C(F)(F)F)=O, predict the reaction product. The product is: [NH2:1][C:2]1[CH:7]=[CH:6][CH:5]=[CH:4][C:3]=1[NH:8][C:9]([C:11]1[N:12]=[CH:13][C:14]2[C:19]([CH:20]=1)=[CH:18][CH:17]=[C:16]([N:21]1[CH2:22][CH2:23][NH:24][CH2:25][CH2:26]1)[CH:15]=2)=[O:10]. (4) The product is: [Cl:29][C:26]1[CH:27]=[CH:28][C:23]([S:20]([N:19]2[CH:10]3[CH2:9][CH:8]([CH2:6][OH:5])[CH2:18][CH:17]2[C:16]2[C:12]([CH2:11]3)=[N:13][NH:14][CH:15]=2)(=[O:22])=[O:21])=[CH:24][CH:25]=1. Given the reactants [BH4-].[Li+].C([O:5][C:6]([CH:8]1[CH2:18][CH:17]2[N:19]([S:20]([C:23]3[CH:28]=[CH:27][C:26]([Cl:29])=[CH:25][CH:24]=3)(=[O:22])=[O:21])[CH:10]([CH2:11][C:12]3[NH:13][N:14]=[CH:15][C:16]=32)[CH2:9]1)=O)C, predict the reaction product. (5) Given the reactants [CH3:1][C:2]1[C:7]([C:8](OC)=[O:9])=[CH:6][CH:5]=[CH:4][C:3]=1[C:12]1[C:17]([CH3:18])=[CH:16][CH:15]=[CH:14][C:13]=1[CH3:19].[H-].[Al+3].[Li+].[H-].[H-].[H-].[Cl-].[NH4+].[H][H], predict the reaction product. The product is: [CH3:1][C:2]1[C:7]([CH2:8][OH:9])=[CH:6][CH:5]=[CH:4][C:3]=1[C:12]1[C:17]([CH3:18])=[CH:16][CH:15]=[CH:14][C:13]=1[CH3:19]. (6) Given the reactants [Cl:1][C:2]1[CH:17]=[CH:16][C:15]([Cl:18])=[CH:14][C:3]=1[O:4][C:5]1[CH:13]=[CH:12][CH:11]=[CH:10][C:6]=1[C:7]([OH:9])=O.C[C:20]1[CH:21]=[C:22]2[C:27](=[CH:28][CH:29]=1)[NH:26][CH2:25][CH2:24][CH2:23]2.CC1CC2C(=CC=CC=2)N1, predict the reaction product. The product is: [Cl:1][C:2]1[CH:17]=[CH:16][C:15]([Cl:18])=[CH:14][C:3]=1[O:4][C:5]1[CH:13]=[CH:12][CH:11]=[CH:10][C:6]=1[C:7]([N:26]1[C:27]2[C:22](=[CH:21][CH:20]=[CH:29][CH:28]=2)[CH2:23][CH:25]1[CH3:24])=[O:9].